This data is from Reaction yield outcomes from USPTO patents with 853,638 reactions. The task is: Predict the reaction yield, written as a fraction of the theoretical maximum amount of product (1.0 means a 100% yield; for example, 0.34 means a 34% yield). The reactants are [C:1]([O:5][C:6]([NH:8][C@@H:9]([CH2:13][O:14][CH3:15])[C:10](O)=[O:11])=[O:7])([CH3:4])([CH3:3])[CH3:2].CN1CCOCC1.CC(C)COC(Cl)=O.[BH4-].[Na+].Cl. The catalyst is C1COCC1.O.CCOC(C)=O. The product is [OH:11][CH2:10][C@@H:9]([NH:8][C:6](=[O:7])[O:5][C:1]([CH3:3])([CH3:2])[CH3:4])[CH2:13][O:14][CH3:15]. The yield is 0.580.